From a dataset of Peptide-MHC class I binding affinity with 185,985 pairs from IEDB/IMGT. Regression. Given a peptide amino acid sequence and an MHC pseudo amino acid sequence, predict their binding affinity value. This is MHC class I binding data. (1) The peptide sequence is VDFLEENIT. The MHC is Mamu-B01 with pseudo-sequence Mamu-B01. The binding affinity (normalized) is 0.449. (2) The peptide sequence is LMYDIINSV. The MHC is HLA-A33:01 with pseudo-sequence HLA-A33:01. The binding affinity (normalized) is 0.0831.